From a dataset of Reaction yield outcomes from USPTO patents with 853,638 reactions. Predict the reaction yield, written as a fraction of the theoretical maximum amount of product (1.0 means a 100% yield; for example, 0.34 means a 34% yield). The reactants are [CH3:1][O:2][C:3]([CH:5]1[CH2:10][CH2:9][O:8][CH2:7][CH2:6]1)=[O:4].CN(P(N(C)C)(N(C)C)=O)C.[CH2:22](I)[CH:23]=[CH2:24]. The catalyst is C1COCC1. The product is [CH3:1][O:2][C:3]([C:5]1([CH2:24][CH:23]=[CH2:22])[CH2:10][CH2:9][O:8][CH2:7][CH2:6]1)=[O:4]. The yield is 0.950.